Dataset: CYP1A2 inhibition data for predicting drug metabolism from PubChem BioAssay. Task: Regression/Classification. Given a drug SMILES string, predict its absorption, distribution, metabolism, or excretion properties. Task type varies by dataset: regression for continuous measurements (e.g., permeability, clearance, half-life) or binary classification for categorical outcomes (e.g., BBB penetration, CYP inhibition). Dataset: cyp1a2_veith. The drug is CC(C)NC[C@@H](O)COc1ccccc1-n1cccc1. The result is 1 (inhibitor).